From a dataset of Forward reaction prediction with 1.9M reactions from USPTO patents (1976-2016). Predict the product of the given reaction. (1) Given the reactants CN(C=O)C.[OH:6][CH2:7][CH2:8][C:9]1[CH:28]=[CH:27][C:12]([CH2:13][N:14]2[CH2:19][CH2:18][N:17]([C:20]([O:22][C:23]([CH3:26])([CH3:25])[CH3:24])=[O:21])[CH2:16][CH2:15]2)=[CH:11][CH:10]=1.[H-].[Na+].F[C:32]1[CH:37]=[CH:36][CH:35]=[C:34]([CH3:38])[N:33]=1, predict the reaction product. The product is: [CH3:38][C:34]1[N:33]=[C:32]([O:6][CH2:7][CH2:8][C:9]2[CH:10]=[CH:11][C:12]([CH2:13][N:14]3[CH2:19][CH2:18][N:17]([C:20]([O:22][C:23]([CH3:25])([CH3:24])[CH3:26])=[O:21])[CH2:16][CH2:15]3)=[CH:27][CH:28]=2)[CH:37]=[CH:36][CH:35]=1. (2) Given the reactants [NH2:1][C:2]1[CH:7]=[CH:6][C:5]([OH:8])=[CH:4][CH:3]=1.Cl.Cl[C:11]1[CH:16]=[CH:15][N:14]=[CH:13][CH:12]=1.CC([O-])(C)C.[K+].O, predict the reaction product. The product is: [N:14]1[CH:15]=[CH:16][C:11]([O:8][C:5]2[CH:6]=[CH:7][C:2]([NH2:1])=[CH:3][CH:4]=2)=[CH:12][CH:13]=1. (3) Given the reactants [NH2:1][C:2]([C:4]1[CH:5]=[C:6]([C:10]2[C:11]([CH3:34])=[N:12][N:13]([C:16]3[CH:21]=[CH:20][C:19]([CH2:22][CH2:23][NH:24][C:25](=[O:33])OC4C=CC=CC=4)=[CH:18][CH:17]=3)[C:14]=2[CH3:15])[CH:7]=[CH:8][CH:9]=1)=[O:3].[F:35][C:36]1[CH:41]=[C:40]([F:42])[CH:39]=[CH:38][C:37]=1[S:43]([NH2:46])(=[O:45])=[O:44], predict the reaction product. The product is: [F:35][C:36]1[CH:41]=[C:40]([F:42])[CH:39]=[CH:38][C:37]=1[S:43]([NH:46][C:25]([NH:24][CH2:23][CH2:22][C:19]1[CH:18]=[CH:17][C:16]([N:13]2[C:14]([CH3:15])=[C:10]([C:6]3[CH:5]=[C:4]([CH:9]=[CH:8][CH:7]=3)[C:2]([NH2:1])=[O:3])[C:11]([CH3:34])=[N:12]2)=[CH:21][CH:20]=1)=[O:33])(=[O:44])=[O:45]. (4) Given the reactants [OH:1][CH:2]1[CH:7]([C:8]2[CH:13]=[CH:12][C:11]([OH:14])=[CH:10][CH:9]=2)[CH2:6][CH2:5][N:4]([C:15]([O:17][C:18]([CH3:21])([CH3:20])[CH3:19])=[O:16])[CH2:3]1.Br[CH2:23][CH2:24][CH2:25][O:26][C:27]1[CH:32]=[CH:31][CH:30]=[C:29]([F:33])[CH:28]=1, predict the reaction product. The product is: [F:33][C:29]1[CH:28]=[C:27]([CH:32]=[CH:31][CH:30]=1)[O:26][CH2:25][CH2:24][CH2:23][O:14][C:11]1[CH:10]=[CH:9][C:8]([CH:7]2[CH2:6][CH2:5][N:4]([C:15]([O:17][C:18]([CH3:21])([CH3:20])[CH3:19])=[O:16])[CH2:3][CH:2]2[OH:1])=[CH:13][CH:12]=1. (5) Given the reactants [CH:1]1[C:14]2[CH:13]([C:15]([O:17][CH3:18])=[O:16])[C:12]3[C:7](=[CH:8][CH:9]=[CH:10][CH:11]=3)[O:6][C:5]=2[CH:4]=[CH:3][CH:2]=1.[CH3:19][C:20](C)([O-])C.[K+].BrCC, predict the reaction product. The product is: [CH2:19]([C:13]1([C:15]([O:17][CH3:18])=[O:16])[C:14]2[CH:1]=[CH:2][CH:3]=[CH:4][C:5]=2[O:6][C:7]2[C:12]1=[CH:11][CH:10]=[CH:9][CH:8]=2)[CH3:20]. (6) Given the reactants Cl.[CH2:2]([O:9][C:10](=[O:13])[CH2:11][NH2:12])[C:3]1[CH:8]=[CH:7][CH:6]=[CH:5][CH:4]=1.C([O-])([O-])=O.[K+].[K+].[Cl:20][CH2:21][C:22](Cl)=[O:23], predict the reaction product. The product is: [CH2:2]([O:9][C:10](=[O:13])[CH2:11][NH:12][C:22](=[O:23])[CH2:21][Cl:20])[C:3]1[CH:8]=[CH:7][CH:6]=[CH:5][CH:4]=1. (7) The product is: [F:1][C:2]1[C:7]([F:8])=[CH:6][CH:5]=[CH:4][C:3]=1[NH:9][C:10]([C:12]1[C:20]2[C:15](=[N:16][CH:17]=[C:18]([Br:21])[CH:19]=2)[NH:14][CH:13]=1)=[S:31]. Given the reactants [F:1][C:2]1[C:7]([F:8])=[CH:6][CH:5]=[CH:4][C:3]=1[NH:9][C:10]([C:12]1[C:20]2[C:15](=[N:16][CH:17]=[C:18]([Br:21])[CH:19]=2)[NH:14][CH:13]=1)=O.COC1C=CC(P2(SP(C3C=CC(OC)=CC=3)(=S)S2)=[S:31])=CC=1, predict the reaction product.